From a dataset of Catalyst prediction with 721,799 reactions and 888 catalyst types from USPTO. Predict which catalyst facilitates the given reaction. (1) Reactant: Br[C:2]1[CH:10]=[C:9]([C:11]([F:14])([F:13])[F:12])[CH:8]=[C:7]2[C:3]=1[CH:4]=[N:5][NH:6]2.[CH3:15][O:16][C:17]1[N:18]=[N:19][C:20]([O:26][CH3:27])=[CH:21][C:22]=1B(O)O.[C:28]([O-:31])(O)=[O:29].[Na+]. Product: [C:28]([OH:31])([C:11]([F:14])([F:13])[F:12])=[O:29].[CH3:15][O:16][C:17]1[N:18]=[N:19][C:20]([O:26][CH3:27])=[CH:21][C:22]=1[C:2]1[CH:10]=[C:9]([C:11]([F:14])([F:13])[F:12])[CH:8]=[C:7]2[C:3]=1[CH:4]=[N:5][NH:6]2. The catalyst class is: 75. (2) Reactant: [NH:1]1[CH2:6][CH2:5][CH:4]([NH:7][C:8]2[S:9][C:10]([C:13]([F:16])([F:15])[F:14])=[N:11][N:12]=2)[CH2:3][CH2:2]1.[F:17][C:18]1[CH:25]=[CH:24][C:21]([CH2:22]Cl)=[CH:20][CH:19]=1.C(N(C(C)C)CC)(C)C. Product: [F:17][C:18]1[CH:25]=[CH:24][C:21]([CH2:22][N:1]2[CH2:6][CH2:5][CH:4]([NH:7][C:8]3[S:9][C:10]([C:13]([F:16])([F:14])[F:15])=[N:11][N:12]=3)[CH2:3][CH2:2]2)=[CH:20][CH:19]=1. The catalyst class is: 245.